Dataset: Full USPTO retrosynthesis dataset with 1.9M reactions from patents (1976-2016). Task: Predict the reactants needed to synthesize the given product. (1) Given the product [CH3:57][N:59]1[CH:62]2[CH2:63][CH2:54][CH2:47][CH:60]1[CH2:61][CH:30]([NH:31][C:33]([C:20]1[CH:21]=[C:2]([Br:1])[CH:3]=[C:4]3[O:8][C:7]([C:12]4[CH:13]=[CH:14][C:15]([O:18][CH3:19])=[CH:16][CH:17]=4)=[N:6][C:5]=13)=[O:34])[CH2:29]2, predict the reactants needed to synthesize it. The reactants are: [Br:1][C:2]1[CH:21]=[CH:20][C:5]2[NH:6][C:7]([C:12]3[CH:17]=[CH:16][C:15]([O:18][CH3:19])=[CH:14][CH:13]=3)(C(O)=O)[O:8][C:4]=2[CH:3]=1.Cl.C(N=C=NC[CH2:29][CH2:30][N:31]([CH3:33])C)C.[OH:34]N1C2C=CC=CC=2N=N1.Cl.Cl.N[CH:47]1[CH2:54]C2N(C)C(CCC2)C1.[CH2:57]([N:59]([CH2:62][CH3:63])[CH2:60][CH3:61])C. (2) The reactants are: Br[CH2:2][CH2:3][CH2:4][CH2:5][CH2:6][Br:7].[C:8]1(=[O:18])[NH:12][C:11](=[O:13])[C:10]2=[CH:14][CH:15]=[CH:16][CH:17]=[C:9]12.[K]. Given the product [Br:7][CH2:6][CH2:5][CH2:4][CH2:3][CH2:2][N:12]1[C:11](=[O:13])[C:10]2=[CH:14][CH:15]=[CH:16][CH:17]=[C:9]2[C:8]1=[O:18], predict the reactants needed to synthesize it.